This data is from Reaction yield outcomes from USPTO patents with 853,638 reactions. The task is: Predict the reaction yield, written as a fraction of the theoretical maximum amount of product (1.0 means a 100% yield; for example, 0.34 means a 34% yield). (1) The reactants are C(OC([N:11]1[CH2:16][CH2:15][CH:14]([CH2:17][N:18]([C:23]2[CH:28]=[CH:27][CH:26]=[C:25]([F:29])[CH:24]=2)[C:19](=[O:22])[CH2:20][CH3:21])[CH2:13][CH2:12]1)=O)C1C=CC=CC=1. The catalyst is C(O)C.[Pd]. The product is [F:29][C:25]1[CH:24]=[C:23]([N:18]([CH2:17][CH:14]2[CH2:13][CH2:12][NH:11][CH2:16][CH2:15]2)[C:19](=[O:22])[CH2:20][CH3:21])[CH:28]=[CH:27][CH:26]=1. The yield is 0.900. (2) The reactants are [Cl:1][C:2]1[CH:3]=[N:4][CH:5]=[C:6]([Cl:25])[C:7]=1[S:8][C:9]1[S:13][C:12]([C:14]([NH:16][CH:17]2[CH2:21][CH2:20][NH:19][CH2:18]2)=[O:15])=[CH:11][C:10]=1[N+:22]([O-:24])=[O:23].[C:26](Cl)(=[O:28])[CH3:27].C(N(CC)CC)C. The catalyst is O1CCCC1. The product is [C:26]([N:19]1[CH2:20][CH2:21][CH:17]([NH:16][C:14]([C:12]2[S:13][C:9]([S:8][C:7]3[C:6]([Cl:25])=[CH:5][N:4]=[CH:3][C:2]=3[Cl:1])=[C:10]([N+:22]([O-:24])=[O:23])[CH:11]=2)=[O:15])[CH2:18]1)(=[O:28])[CH3:27]. The yield is 0.480.